Dataset: Experimentally validated miRNA-target interactions with 360,000+ pairs, plus equal number of negative samples. Task: Binary Classification. Given a miRNA mature sequence and a target amino acid sequence, predict their likelihood of interaction. (1) The miRNA is mmu-miR-706 with sequence AGAGAAACCCUGUCUCAAAAAA. The protein sequence of the target gene is MSESEEISEFGYIMELLAKGKVTIKNIEKELICPACKELFTHPLILPCQHSVCHKCVKELLLSLDDSFNDVASDSSNQSSPRLRLTSPSMDKIDKINRPGWKRNSLTPRPTTFPCPGCEHDVDLGERGVSGLFRNFTLETIVERYRQAARAATAIMCDLCKPPPQESTKSCMDCSASYCNECFKIYHPWGTVKAQHEYVGPTTNFRPKVLMCPEHETERINMYCELCRRPVCHLCKLGGNHSNHRVTTMSSAYKTLKEKLSKDIDFLIGKESQVKSQISELNLLMKETECNGERAKEEAL.... Result: 1 (interaction). (2) The miRNA is hsa-miR-4537 with sequence UGAGCCGAGCUGAGCUUAGCUG. The protein sequence of the target gene is MQCSWKAVLLLALASIAIQYTAIRTFTAKSFHTCPGLAEAGLAERLCEESPTFAYNLSRKTHILILATTRSGSSFVGQLFNQHLDVFYLFEPLYHVQNTLIPRFTQGKSPADRRVMLGASRDLLRSLYDCDLYFLENYIKPPPVNHTTDRIFRRGASRVLCSRPVCDPPGPADLVLEEGDCVRKCGLLNLTVAAEACRERSHVAIKTVRVPEVNDLRALVEDPRLNLKVIQLVRDPRGILASRSETFRDTYRLWRLWYGTGRKPYNLDVTQLTTVCEDFSNSVSTGLMRPPWLKGKYMLV.... Result: 1 (interaction). (3) Result: 0 (no interaction). The protein sequence of the target gene is MGVPAFFRWLSRKYPSIIVNCVEEKPKECNGVKIPVDASKPNPNDVEFDNLYLDMNGIIHPCTHPEDKPAPKNEDEMMVAIFEYIDRLFNIVRPRRLLYMAIDGVAPRAKMNQQRSRRFRASKEGMEAAVEKQRVREEILAKGGFLPPEEIKERFDSNCITPGTEFMDNLAKCLRYYIADRLNNDPGWKNLTVILSDASAPGEGEHKIMDYIRRQRAQPNHDPNTHHCLCGADADLIMLGLATHEPNFTIIREEFKPNKPKPCALCNQFGHEVKDCEGLPREKKGKHDELADSLPCAEGE.... The miRNA is hsa-miR-6851-3p with sequence UGGCCCUUUGUACCCCUCCAG.